From a dataset of Catalyst prediction with 721,799 reactions and 888 catalyst types from USPTO. Predict which catalyst facilitates the given reaction. (1) Reactant: [CH:1]1([C:4]2[CH:8]=[CH:7][S:6][C:5]=2[CH2:9][N:10]2[C:15]3[N:16]=[C:17]([S:20][CH3:21])[N:18]=[CH:19][C:14]=3[CH:13]=[CH:12][C:11]2=[O:22])[CH2:3][CH2:2]1.ClC1C=CC=C(C(OO)=[O:31])C=1. Product: [CH:1]1([C:4]2[CH:8]=[CH:7][S:6][C:5]=2[CH2:9][N:10]2[C:15]3[N:16]=[C:17]([S:20]([CH3:21])=[O:31])[N:18]=[CH:19][C:14]=3[CH:13]=[CH:12][C:11]2=[O:22])[CH2:2][CH2:3]1. The catalyst class is: 4. (2) Reactant: Br[C:2]1[CH:7]=[CH:6][C:5]([Br:8])=[CH:4][CH:3]=1.[Li]CCCC.[O:14]1[CH2:17][C:16](=[O:18])[CH2:15]1.[NH4+].[Cl-]. Product: [Br:8][C:5]1[CH:6]=[CH:7][C:2]([C:16]2([OH:18])[CH2:17][O:14][CH2:15]2)=[CH:3][CH:4]=1. The catalyst class is: 20. (3) The catalyst class is: 82. Product: [CH2:5]([S:7]([C:10]1[CH:11]=[C:12]([C:16]2[CH:24]=[C:2]([C:1]([OH:4])=[O:3])[C:22]([CH3:23])=[C:21]3[C:17]=2[C:18]2[CH:33]=[C:32]([CH3:34])[CH:31]=[N:30][C:19]=2[NH:20]3)[CH:13]=[CH:14][CH:15]=1)(=[O:9])=[O:8])[CH3:6]. Reactant: [C:1]([OH:4])(=[O:3])[CH3:2].[CH2:5]([S:7]([C:10]1[CH:11]=[C:12]([C:16]2[CH:24]=[C:23](C(F)(F)F)[C:22](C)=[C:21]3[C:17]=2[C:18]2[CH:33]=[C:32]([CH3:34])[CH:31]=[N:30][C:19]=2[NH:20]3)[CH:13]=[CH:14][CH:15]=1)(=[O:9])=[O:8])[CH3:6].